Dataset: Forward reaction prediction with 1.9M reactions from USPTO patents (1976-2016). Task: Predict the product of the given reaction. (1) Given the reactants [CH3:1][C:2]1([CH3:26])[CH2:7][CH2:6][CH:5]([O:8][C:9]2[CH:10]=[C:11]3[C:16](=[CH:17][CH:18]=2)[CH:15]=[C:14]([C@:19]2([CH3:25])[CH2:23][O:22]C(=O)[NH:20]2)[CH:13]=[CH:12]3)[CH2:4][CH2:3]1.[OH-].[Li+].C(O)C.O, predict the reaction product. The product is: [NH2:20][C@@:19]([C:14]1[CH:13]=[CH:12][C:11]2[C:16](=[CH:17][CH:18]=[C:9]([O:8][CH:5]3[CH2:6][CH2:7][C:2]([CH3:26])([CH3:1])[CH2:3][CH2:4]3)[CH:10]=2)[CH:15]=1)([CH3:25])[CH2:23][OH:22]. (2) Given the reactants [CH3:1][N:2]1[CH:6]=[CH:5][N:4]=[C:3]1[CH:7]1[CH:16]([C:17]2[CH:22]=[CH:21][CH:20]=[CH:19][CH:18]=2)[C:15](=O)[C:14]2[C:13]([C:24]([O:26]C)=O)=[CH:12][CH:11]=[CH:10][C:9]=2[NH:8]1.CN1C=CN=C1C1C(C2C=CC=CC=2)C(=O)C2C(C(OCC)=O)=CC=CC=2N1.O.[NH2:57][NH2:58], predict the reaction product. The product is: [CH3:1][N:2]1[CH:6]=[CH:5][N:4]=[C:3]1[CH:7]1[NH:8][C:9]2[C:14]3[C:15](=[N:57][NH:58][C:24](=[O:26])[C:13]=3[CH:12]=[CH:11][CH:10]=2)[CH:16]1[C:17]1[CH:18]=[CH:19][CH:20]=[CH:21][CH:22]=1. (3) The product is: [CH3:23][O:22][C:15]1[CH:14]=[C:13]([N:28]2[CH2:29][CH2:30][N:25]([CH3:24])[CH2:26][CH2:27]2)[CH:18]=[C:17]([N+:19]([O-:21])=[O:20])[CH:16]=1. Given the reactants C(=O)([O-])[O-].[Cs+].[Cs+].C1COCC1.Br[C:13]1[CH:18]=[C:17]([N+:19]([O-:21])=[O:20])[CH:16]=[C:15]([O:22][CH3:23])[CH:14]=1.[CH3:24][N:25]1[CH2:30][CH2:29][NH:28][CH2:27][CH2:26]1, predict the reaction product. (4) Given the reactants [N:1]1([CH2:7][C:8]2[CH:9]=[C:10]([NH2:15])[C:11]([NH2:14])=[CH:12][CH:13]=2)[CH2:6][CH2:5][O:4][CH2:3][CH2:2]1.[N+:16]([C:19]1[C:20]([C:24](O)=O)=[N:21][NH:22][CH:23]=1)([O-:18])=[O:17].C(N=C=NCCCN(C)C)C.ON1C2C=CC=CC=2N=N1, predict the reaction product. The product is: [N:1]1([CH2:7][C:8]2[CH:13]=[CH:12][C:11]3[NH:14][C:24]([C:20]4[C:19]([N+:16]([O-:18])=[O:17])=[CH:23][NH:22][N:21]=4)=[N:15][C:10]=3[CH:9]=2)[CH2:6][CH2:5][O:4][CH2:3][CH2:2]1. (5) Given the reactants [NH2:1][CH:2]([C:11]1[C:16]([O:17][CH3:18])=[CH:15][CH:14]=[CH:13][C:12]=1[O:19][CH3:20])[CH2:3][CH:4]([CH3:10])[C:5]([O:7]CC)=O.[S:21]1[CH:25]=[CH:24][N:23]=[C:22]1[C:26]1[CH:27]=[C:28]([CH:31]=[CH:32][CH:33]=1)[CH:29]=O, predict the reaction product. The product is: [CH3:18][O:17][C:16]1[CH:15]=[CH:14][CH:13]=[C:12]([O:19][CH3:20])[C:11]=1[CH:2]1[N:1]([CH2:29][C:28]2[CH:31]=[CH:32][CH:33]=[C:26]([C:22]3[S:21][CH:25]=[CH:24][N:23]=3)[CH:27]=2)[C:5](=[O:7])[CH:4]([CH3:10])[CH2:3]1. (6) Given the reactants [CH3:1][S:2]([C:5]1[CH:31]=[CH:30][C:8]([CH2:9][O:10][C:11]2[CH:12]=[C:13]([CH:17]3[CH2:22][CH2:21][N:20](C(OC(C)(C)C)=O)[CH2:19][CH2:18]3)[CH:14]=[CH:15][CH:16]=2)=[CH:7][CH:6]=1)(=[O:4])=[O:3].[ClH:32], predict the reaction product. The product is: [ClH:32].[CH3:1][S:2]([C:5]1[CH:6]=[CH:7][C:8]([CH2:9][O:10][C:11]2[CH:12]=[C:13]([CH:17]3[CH2:18][CH2:19][NH:20][CH2:21][CH2:22]3)[CH:14]=[CH:15][CH:16]=2)=[CH:30][CH:31]=1)(=[O:4])=[O:3]. (7) Given the reactants [Cl:1][C:2]1[CH:7]=[CH:6][N:5]=[C:4]([NH:8][C:9](=[O:15])[O:10][C:11]([CH3:14])([CH3:13])[CH3:12])[CH:3]=1.CN(CCN(C)C)C.[Li]CCCC.[I:29]I.S([O-])(O)=O.[Na+], predict the reaction product. The product is: [Cl:1][C:2]1[CH:7]=[CH:6][N:5]=[C:4]([NH:8][C:9](=[O:15])[O:10][C:11]([CH3:12])([CH3:14])[CH3:13])[C:3]=1[I:29]. (8) Given the reactants N[CH2:2][CH2:3][CH2:4][Si:5]([O:12][CH2:13][CH3:14])([O:9][CH2:10][CH3:11])[O:6][CH2:7][CH3:8].C([N:17](CC)CC)C.[C:22](Cl)(=[O:25])[CH:23]=[CH2:24], predict the reaction product. The product is: [CH2:7]([O:6][Si:5]([O:12][CH2:13][CH3:14])([O:9][CH2:10][CH3:11])[CH2:4][CH2:3][CH2:2][C:23](=[CH2:24])[C:22]([NH2:17])=[O:25])[CH3:8]. (9) Given the reactants [F:1][C:2]1[CH:7]=[CH:6][C:5]([CH2:8][C:9]2[CH:18]=[C:17]3[C:12]([C:13]([OH:34])=[C:14]([C:29]([O:31]CC)=O)[C:15](=[O:28])[N:16]3[CH2:19][CH2:20][CH2:21][N:22]3[CH2:26][CH2:25][CH2:24][C:23]3=[O:27])=[N:11][CH:10]=2)=[CH:4][CH:3]=1.[CH3:35][NH2:36], predict the reaction product. The product is: [F:1][C:2]1[CH:7]=[CH:6][C:5]([CH2:8][C:9]2[CH:18]=[C:17]3[C:12]([C:13]([OH:34])=[C:14]([C:29]([NH:36][CH3:35])=[O:31])[C:15](=[O:28])[N:16]3[CH2:19][CH2:20][CH2:21][N:22]3[CH2:26][CH2:25][CH2:24][C:23]3=[O:27])=[N:11][CH:10]=2)=[CH:4][CH:3]=1. (10) Given the reactants COC1N=CC2N(C3SC(C(OC)=O)=C(OCC4C=CC=CC=4C(F)(F)F)C=3)C=NC=2C=1.[CH3:33][O:34][C:35]1[N:40]=[CH:39][C:38]2[N:41]=[CH:42][N:43]([C:44]3[S:48][C:47]([C:49]([O:51]C)=[O:50])=[C:46]([O:53][CH2:54][C:55]4[CH:60]=[CH:59][CH:58]=[CH:57][C:56]=4[C:61]([F:64])([F:63])[F:62])[CH:45]=3)[C:37]=2[CH:36]=1.[Li+].[OH-].[OH-].[Na+], predict the reaction product. The product is: [CH3:33][O:34][C:35]1[N:40]=[CH:39][C:38]2[N:41]=[CH:42][N:43]([C:44]3[S:48][C:47]([C:49]([OH:51])=[O:50])=[C:46]([O:53][CH2:54][C:55]4[CH:60]=[CH:59][CH:58]=[CH:57][C:56]=4[C:61]([F:64])([F:62])[F:63])[CH:45]=3)[C:37]=2[CH:36]=1.